From a dataset of Full USPTO retrosynthesis dataset with 1.9M reactions from patents (1976-2016). Predict the reactants needed to synthesize the given product. Given the product [C:26](=[O:29])([O:25][C:22]1[CH:23]=[N:24][C:19]([C@H:16]2[CH2:15][CH2:14][C@H:13]([NH:12][C:2]([O:4][CH2:5][C:6]3[CH:11]=[CH:10][CH:9]=[CH:8][CH:7]=3)=[O:3])[CH2:18][CH2:17]2)=[CH:20][CH:21]=1)[O:27][CH2:5][C:6]1[CH:11]=[CH:10][CH:9]=[CH:8][CH:7]=1, predict the reactants needed to synthesize it. The reactants are: Cl[C:2]([O:4][CH2:5][C:6]1[CH:11]=[CH:10][CH:9]=[CH:8][CH:7]=1)=[O:3].[NH2:12][C@H:13]1[CH2:18][CH2:17][C@H:16]([C:19]2[N:24]=[CH:23][C:22]([OH:25])=[CH:21][CH:20]=2)[CH2:15][CH2:14]1.[C:26](=[O:29])([O-])[O-:27].[Na+].[Na+].